The task is: Regression. Given a peptide amino acid sequence and an MHC pseudo amino acid sequence, predict their binding affinity value. This is MHC class II binding data.. This data is from Peptide-MHC class II binding affinity with 134,281 pairs from IEDB. (1) The peptide sequence is AATAAAAAAVDRGDP. The MHC is HLA-DPA10103-DPB10401 with pseudo-sequence HLA-DPA10103-DPB10401. The binding affinity (normalized) is 0. (2) The peptide sequence is RPRWCDERVSSDQSA. The MHC is DRB3_0202 with pseudo-sequence DRB3_0202. The binding affinity (normalized) is 0.237. (3) The binding affinity (normalized) is 0. The peptide sequence is LGQQQPFPPQQPYPQPQP. The MHC is HLA-DQA10501-DQB10201 with pseudo-sequence HLA-DQA10501-DQB10201. (4) The peptide sequence is ALTIYEMLQNIFAIF. The MHC is DRB1_0802 with pseudo-sequence DRB1_0802. The binding affinity (normalized) is 0.183.